This data is from Catalyst prediction with 721,799 reactions and 888 catalyst types from USPTO. The task is: Predict which catalyst facilitates the given reaction. (1) Reactant: Cl.[F:2][C:3]1[CH:8]=[CH:7][C:6]([NH:9][NH2:10])=[CH:5][CH:4]=1.[Cl:11][C:12]1[CH:17]=[CH:16][C:15]([CH2:18]Cl)=[CH:14][N:13]=1.C(N(CC)CC)C. Product: [Cl:11][C:12]1[CH:17]=[CH:16][C:15]([CH2:18][N:9]([C:6]2[CH:7]=[CH:8][C:3]([F:2])=[CH:4][CH:5]=2)[NH2:10])=[CH:14][N:13]=1. The catalyst class is: 8. (2) Reactant: [CH:1]([Mg]Br)=[CH2:2].[Br:5][C:6]1[CH:7]=[C:8]([N+:13]([O-])=O)[CH:9]=[CH:10][C:11]=1[Cl:12].[NH4+].[Cl-]. Product: [Br:5][C:6]1[C:11]([Cl:12])=[CH:10][CH:9]=[C:8]2[C:7]=1[CH:1]=[CH:2][NH:13]2.[Br:5][C:6]1[CH:7]=[C:8]2[C:9]([CH:1]=[CH:2][NH:13]2)=[CH:10][C:11]=1[Cl:12]. The catalyst class is: 1. (3) Reactant: [CH3:1][N:2]([C:4]1[CH:20]=[C:19]2[C:7](=[C:8]([C:21]3[CH:26]=[CH:25][C:24](N4C(=O)C=CC4=O)=[CH:23][C:22]=3[C:34]([OH:36])=[O:35])[C:9]3[CH:14]=[CH:13][C:12]([N:15]([CH3:17])[CH3:16])=[CH:11][C:10]=3[O:18]2)[CH2:6][CH:5]=1)[CH3:3]. Product: [CH3:3][N:2]([C:4]1[CH:5]=[CH:6][C:7]2[C:8]([C:21]3[CH:26]=[CH:25][CH:24]=[CH:23][C:22]=3[C:34]([O-:36])=[O:35])=[C:9]3[C:10]([CH:11]=[C:12]([N:15]([CH3:17])[CH3:16])[CH:13]=[CH:14]3)=[O+:18][C:19]=2[CH:20]=1)[CH3:1]. The catalyst class is: 16. (4) Reactant: [Br:1][C:2]1[CH:7]=[CH:6][C:5]([NH2:8])=[C:4]([CH3:9])[CH:3]=1.[F:10][C:11]([F:22])([F:21])[C:12](O[C:12](=[O:13])[C:11]([F:22])([F:21])[F:10])=[O:13]. Product: [Br:1][C:2]1[CH:7]=[CH:6][C:5]([NH:8][C:12](=[O:13])[C:11]([F:22])([F:21])[F:10])=[C:4]([CH3:9])[CH:3]=1. The catalyst class is: 4. (5) Reactant: [NH:1]1[CH2:6][CH2:5][CH2:4][N:3]=[C:2]1[NH2:7].[Br:8][C:9]1[CH:10]=[CH:11][C:12]2[O:16][C:15]([NH:17][C@H:18]([C:35]([O:37][C:38]([CH3:41])([CH3:40])[CH3:39])=[O:36])[CH2:19][NH:20][C:21](=[O:34])[C:22]3[CH:27]=[CH:26][C:25]([CH2:28][CH2:29][C:30](OC)=[O:31])=[CH:24][CH:23]=3)=[N:14][C:13]=2[CH:42]=1. Product: [Br:8][C:9]1[CH:10]=[CH:11][C:12]2[O:16][C:15]([NH:17][C@H:18]([C:35]([O:37][C:38]([CH3:40])([CH3:39])[CH3:41])=[O:36])[CH2:19][NH:20][C:21](=[O:34])[C:22]3[CH:23]=[CH:24][C:25]([CH2:28][CH2:29][C:30](=[O:31])[NH:7][C:2]4[NH:3][CH2:4][CH2:5][CH2:6][N:1]=4)=[CH:26][CH:27]=3)=[N:14][C:13]=2[CH:42]=1. The catalyst class is: 1. (6) Reactant: [C:1]1([C:10]2[CH:15]=[CH:14][CH:13]=[CH:12][CH:11]=2)[C:2](CCO)=[CH:3][CH:4]=[CH:5][CH:6]=1.[N+:16]([C:19]1[CH:24]=[CH:23][C:22]([OH:25])=[CH:21][CH:20]=1)([O-:18])=[O:17].[C:26]1(P(C2C=CC=CC=2)C2C=CC=CC=2)C=CC=C[CH:27]=1.CCOC(/N=N/C(OCC)=O)=O. Product: [N+:16]([C:19]1[CH:24]=[CH:23][C:22]([O:25][CH2:26][CH2:27][C:10]2([C:1]3[CH:6]=[CH:5][CH:4]=[CH:3][CH:2]=3)[CH:11]=[CH:12][CH:13]=[CH:14][CH2:15]2)=[CH:21][CH:20]=1)([O-:18])=[O:17]. The catalyst class is: 4. (7) Reactant: CCN=C=NCCCN(C)C.C1C=CC2N(O)N=NC=2C=1.[F:22][C:23]1[CH:28]=[C:27]([I:29])[CH:26]=[CH:25][C:24]=1[NH:30][C:31]1[C:39]([C:40]([OH:42])=O)=[C:38]2[N:34]([CH2:35][CH2:36][CH2:37]2)[C:33](=[O:43])[CH:32]=1.[CH:44]([O:46][CH2:47][CH2:48][O:49][NH2:50])=[CH2:45]. Product: [CH:44]([O:46][CH2:47][CH2:48][O:49][NH:50][C:40]([C:39]1[C:31]([NH:30][C:24]2[CH:25]=[CH:26][C:27]([I:29])=[CH:28][C:23]=2[F:22])=[CH:32][C:33](=[O:43])[N:34]2[C:38]=1[CH2:37][CH2:36][CH2:35]2)=[O:42])=[CH2:45]. The catalyst class is: 18.